Dataset: Full USPTO retrosynthesis dataset with 1.9M reactions from patents (1976-2016). Task: Predict the reactants needed to synthesize the given product. (1) The reactants are: [Br:1][C:2]1[CH:10]=[C:9]2[C:5]([C:6]([CH3:16])([C:12](OC)=[O:13])[C:7](=O)[NH:8]2)=[CH:4][CH:3]=1. Given the product [Br:1][C:2]1[CH:10]=[C:9]2[C:5]([C:6]([CH2:12][OH:13])([CH3:16])[CH2:7][NH:8]2)=[CH:4][CH:3]=1, predict the reactants needed to synthesize it. (2) The reactants are: [CH3:1][O:2][C:3]1[CH:8]=[CH:7][N:6]=[C:5]([CH2:9][OH:10])[N:4]=1.C(Cl)(=O)C(Cl)=O.CS(C)=O.C(N(CC)CC)C. Given the product [CH3:1][O:2][C:3]1[CH:8]=[CH:7][N:6]=[C:5]([CH:9]=[O:10])[N:4]=1, predict the reactants needed to synthesize it. (3) Given the product [F:49][C:41]1[CH:42]=[CH:43][C:44]([CH2:57][C@H:56]([NH:58][C:18](=[O:19])[O:17][C:13]([CH3:14])([CH3:15])[CH3:16])[C:67](=[O:68])[NH:66][C:65]2[S:8][C:7]([C:4]3[CH:3]=[CH:2][N:1]=[CH:6][CH:5]=3)=[N:11][CH:10]=2)=[CH:45][CH:46]=1, predict the reactants needed to synthesize it. The reactants are: [N:1]1[CH:6]=[CH:5][C:4]([C:7]2[S:8]C(N)=[CH:10][N:11]=2)=[CH:3][CH:2]=1.[C:13]([O:17][C:18]([C@@H](CC1C=CC(F)=CC=1)C(O)=O)=[O:19])([CH3:16])([CH3:15])[CH3:14].CN(C(ON1N=N[C:42]2[CH:43]=[CH:44][CH:45]=[CH:46][C:41]1=2)=[N+](C)C)C.[F:49][P-](F)(F)(F)(F)F.[CH2:56]([N:58](C(C)C)C(C)C)[CH3:57].[CH3:65][N:66](C)[CH:67]=[O:68]. (4) Given the product [CH3:1][O:2][C:3]1[CH:4]=[C:5]2[C:10](=[CH:11][C:12]=1[O:13][CH3:14])[N:9]=[CH:8][N:7]=[C:6]2[O:15][C:16]1[CH:22]=[CH:21][C:19]([NH:20][C:38](=[O:40])[O:52][CH:51]([C:53]2[CH:58]=[CH:57][CH:56]=[CH:55][CH:54]=2)[CH:50]([CH3:59])[CH3:49])=[CH:18][CH:17]=1, predict the reactants needed to synthesize it. The reactants are: [CH3:1][O:2][C:3]1[CH:4]=[C:5]2[C:10](=[CH:11][C:12]=1[O:13][CH3:14])[N:9]=[CH:8][N:7]=[C:6]2[O:15][C:16]1[CH:22]=[CH:21][C:19]([NH2:20])=[CH:18][CH:17]=1.C1(C)C=CC=CC=1.C(N(CC)CC)C.Cl[C:38](Cl)([O:40]C(=O)OC(Cl)(Cl)Cl)Cl.[CH3:49][CH:50]([CH3:59])[CH:51]([C:53]1[CH:58]=[CH:57][CH:56]=[CH:55][CH:54]=1)[OH:52]. (5) Given the product [C:15]1([S:14][CH2:13][CH:8]([CH2:9][C:10]2[O:12][N:23]=[C:24]([CH2:25][CH2:26][CH2:27][CH2:28][NH:29][C:30]3[CH:35]=[CH:34][CH:33]=[CH:32][N:31]=3)[N:36]=2)[CH2:7][C:6]([O:5][C:1]([CH3:2])([CH3:3])[CH3:4])=[O:21])[CH:20]=[CH:19][CH:18]=[CH:17][CH:16]=1, predict the reactants needed to synthesize it. The reactants are: [C:1]([O:5][C:6](=[O:21])[CH2:7][CH:8]([CH2:13][S:14][C:15]1[CH:20]=[CH:19][CH:18]=[CH:17][CH:16]=1)[CH2:9][C:10]([OH:12])=O)([CH3:4])([CH3:3])[CH3:2].O[N:23]=[C:24]([NH2:36])[CH2:25][CH2:26][CH2:27][CH2:28][NH:29][C:30]1[CH:35]=[CH:34][CH:33]=[CH:32][N:31]=1.C(C1NC=CN=1)(C1NC=CN=1)=O. (6) Given the product [CH2:1]([O:3][C:4]1[CH:5]=[C:6]2[C:11](=[C:12]3[CH2:16][C:15]([CH3:18])([CH3:17])[O:14][C:13]=13)[C:10]([C:19]1[CH:20]=[CH:21][C:22]3[O:27][CH2:26][C:25](=[O:28])[N:24]([CH2:34][C:35]4[CH:40]=[CH:39][CH:38]=[CH:37][CH:36]=4)[C:23]=3[CH:29]=1)=[N:9][C:8]([CH3:30])([CH3:31])[CH2:7]2)[CH3:2], predict the reactants needed to synthesize it. The reactants are: [CH2:1]([O:3][C:4]1[CH:5]=[C:6]2[C:11](=[C:12]3[CH2:16][C:15]([CH3:18])([CH3:17])[O:14][C:13]=13)[C:10]([C:19]1[CH:20]=[CH:21][C:22]3[O:27][CH2:26][C:25](=[O:28])[NH:24][C:23]=3[CH:29]=1)=[N:9][C:8]([CH3:31])([CH3:30])[CH2:7]2)[CH3:2].[H-].[Na+].[CH2:34](Br)[C:35]1[CH:40]=[CH:39][CH:38]=[CH:37][CH:36]=1.O. (7) Given the product [NH2:4][C:5]1[NH:10][C:9](=[O:11])[C:8]([CH2:12][C:13]2[CH:14]=[CH:15][C:16]([CH2:19][CH3:20])=[CH:17][CH:18]=2)=[CH:7][CH:6]=1, predict the reactants needed to synthesize it. The reactants are: C([NH:4][C:5]1[NH:10][C:9](=[O:11])[C:8]([CH2:12][C:13]2[CH:18]=[CH:17][C:16]([CH2:19][CH3:20])=[CH:15][CH:14]=2)=[CH:7][CH:6]=1)(=O)C.[OH-].[Na+].